From a dataset of Experimentally validated miRNA-target interactions with 360,000+ pairs, plus equal number of negative samples. Binary Classification. Given a miRNA mature sequence and a target amino acid sequence, predict their likelihood of interaction. (1) The miRNA is mmu-miR-1931 with sequence AUGCAAGGGCUGGUGCGAUGGC. The protein sequence of the target gene is MAAEKQIPGGGSGGGGSGSGGGGGGSGGGRSAGGDENKENERPSAGSKANKEFGDSLSLEILQIIKESQQQHGLRHGDFQRYRGYCSRRQRRLRKTLNFKMGNRHKFTGKKVTEELLTDNRYLLLVLMDAERAWSYAMQLKQEANTEPRKRFHLLSRLRKAVKHAEELERLCESNRVDAKTKLEAQAYTAYLSGMLRFEHQEWKSAIEAFNKCKTIYEKLASAFTEEQAVLYNQRVEEISPNIRYCAYNIGDQSAINELMQMRLRSGGTEGLLAEKLEALITQTRAKQAATMSEVEWRGR.... Result: 0 (no interaction). (2) The miRNA is mmu-miR-742-3p with sequence GAAAGCCACCAUGCUGGGUAAA. The protein sequence of the target gene is MEDGLLEIMTKDGGDMPAPLEVSTVPAVGDVISGEYNGGMKELMEHLKAQLQALFEDVRAMRGALDEQASHIQVLSDDVCANQRAIVSMCQIMTTAPRQGGLGVVGGKGSFQSDPQEPETPSPGIGDSGLLGRDPEDEEEEEEEKEMPSPATPSSHCERPESPCAGLLGGDGPLVEPLDMPDITLLQLEGEASL. Result: 0 (no interaction). (3) The miRNA is hsa-miR-6771-3p with sequence CAAACCCCUGUCUACCCGCAG. The protein sequence of the target gene is MEADSPAGPGAPEPLAEGAAAEFSSLLRRIKGKLFTWNILKTIALGQMLSLCICGTAITSQYLAERYKVNTPMLQSFINYCLLFLIYTVMLAFRSGSDNLLVILKRKWWKYILLGLADVEANYVIVRAYQYTTLTSVQLLDCFGIPVLMALSWFILHARYRVIHFIAVAVCLLGVGTMVGADILAGREDNSGSDVLIGDILVLLGASLYAISNVCEEYIVKKLSRQEFLGMVGLFGTIISGIQLLIVEYKDIASIHWDWKIALLFVAFALCMFCLYSFMPLVIKVTSATSVNLGILTADL.... Result: 1 (interaction). (4) The miRNA is hsa-miR-548ad-5p with sequence AAAAGUAAUUGUGGUUUUUG. The protein sequence of the target gene is MVDYHAANQSYQYGPSSAGNGAGGGGSMGDYMAQEDDWDRDLLLDPAWEKQQRKTFTAWCNSHLRKAGTQIENIDEDFRDGLKLMLLLEVISGERLPKPERGKMRVHKINNVNKALDFIASKGVKLVSIGAEEIVDGNAKMTLGMIWTIILRFAIQDISVEETSAKEGLLLWCQRKTAPYKNVNVQNFHISWKDGLAFNALIHRHRPELIEYDKLRKDDPVTNLNNAFEVAEKYLDIPKMLDAEDIVNTARPDEKAIMTYVSSFYHAFSGAQKAETAANRICKVLAVNQENEHLMEDYEK.... Result: 1 (interaction). (5) The protein sequence of the target gene is MVRETRHLWVGNLPENVREEKIIEHFKRYGRVESVKILPKRGSEGGVAAFVDFVDIKSAQKAHNSVNKMGDRDLRTDYNEPGTIPSAARGLDETVSIASRSREVSGFRGSAGGPAYGPPPSLHAREGRYERRLDGASDNRERAYEHSAYGHHERGTGAFDRTRHYDQDYYRDPRERTLQHGLYYTSRSRSPNRFDAHDPRYEPRAREQFTLPSVVHRDIYRDDITREVRGRRPERSYQHSRSRSPHSSQSRNQSPQRLASQASRPTRSPSGSGSRSRSSSSDSISSSSSSSNTDSSDSSS.... Result: 1 (interaction). The miRNA is mmu-miR-362-5p with sequence AAUCCUUGGAACCUAGGUGUGAAU. (6) The miRNA is hsa-miR-3682-5p with sequence CUACUUCUACCUGUGUUAUCAU. The protein sequence of the target gene is MAAENEASQESALGAYSPVDYMSITSFPRLPEDEPAPAAPLRGRKDEDAFLGDPDTDPDSFLKSARLQRLPSSSSEMGSQDGSPLRETRKDPFSAAAAECSCRQDGLTVIVTACLTFATGVTVALVMQIYFGDPQIFQQGAVVTDASSCTALGMEVLSKQGSSVDAAVAAALCLGIVAPHSSGLGGGGVMLVHDIRRNESHLIDFRESAPGALREEALQRSWDTKPGLLVGVPGMVKGLHEAHQLYGRLPWSQVLAFAAAVAQDGFNVTHDLAHALAEQLPPNASDRFLDTFLPLGHPPL.... Result: 0 (no interaction).